Dataset: Experimentally validated miRNA-target interactions with 360,000+ pairs, plus equal number of negative samples. Task: Binary Classification. Given a miRNA mature sequence and a target amino acid sequence, predict their likelihood of interaction. (1) The miRNA is hsa-miR-6745 with sequence UGGGUGGAAGAAGGUCUGGUU. The protein sequence of the target gene is MGNTAIAKKGSEVESVKEFLAKAKEDFLRKWENPPPSNAGLEDFERKKTLGTGSFGRVMLVKHKATEQYYAMKILDKQKVVKLKQIEHTLNEKRILQAVEFPFLVRLEYSFKDNSNLYMVMEYVPGGEMFSHLRRIGRFSEPHARFYAAQIVLTFEYLHSLDLIYRDLKPENLLIDHQGYIQVTDFGFAKRVKGRTWTLCGTPEYLAPEIILSKGYNKAVDWWALGVLIYEMAAGYPPFFADQPIQIYEKIVSGKVRFPSHFSSDLKDLLRNLLQVDLTKRFGNLKNGVSDIKTHKWFAT.... Result: 0 (no interaction). (2) The miRNA is mmu-miR-466m-3p with sequence UACAUACACACAUACACACGCA. The protein sequence of the target gene is MAVRSRRPWVSVALGLVLGFTAASWLIAPRVAELSEKRRRGSSLCSYYGRSATGPRADAQQLLPQPQSRPRLEQSPPPASHELPGPQQPEAAPGGPSFRSSPWQQPALLPQRRRGHTPEGATALPGAPAAKGEPEEEDGGAADPRKGGRPGSSHNGSGDGGAAVPTSGPGDFLYVGVMTAQKYLGSRALAAQRTWARFIPGRVEFFSSQQSPSAALGQPPPPLPVIALPGVDDSYPPQKKSFMMIKYMHDHYLDKYEWFMRADDDVYIKGDKLEEFLRSLNSSKPLYLGQTGLGNTEELG.... Result: 1 (interaction). (3) The miRNA is mmu-miR-34b-3p with sequence AAUCACUAACUCCACUGCCAUC. The protein sequence of the target gene is MMQHASPAPALTMMATQNVPPPPYQDSPQMTATAQPPSKAQAVHISAPSATASTPVPSAPIDPQAQLEADKRAVYRHPLFPLLTLLFEKCEQATQGSECITSASFDVDIENFVHQQEQEHKPFFSDDPELDNLMVKAIQVLRIHLLELEKVNELCKDFCNRYITCLKTKMHSDNLLRNDLGGPYSPNQPSINLHSQDLLQNSPNSMSGVSNNPQGIVVPASALQQGNIAMTTVNSQVVSGGALYQPVTMVTSQGQVVTQAIPQGAIQIQNTQVNLDLTSLLDNEDKKSKNKRGVLPKHAT.... Result: 0 (no interaction). (4) The miRNA is hsa-miR-8060 with sequence CCAUGAAGCAGUGGGUAGGAGGAC. The protein sequence of the target gene is MLGKDYMLAIILVNCDDDLWGDHSLEVEAGLPPGWRKIHDAAGTYYWHVPSGSTQWQRPTWELGDAEDPGTGTEGIWGLRPPKGRSFSSLESSLDRSNSLSWYGGESYIQSMEPGAKCFAVRSLGWVEVPEEDLAPGKSSIAVNNCIQQLAQTRSRSQPPDGAWGEGQNMLMILKKDAMSLVNPLDHSLIHCQPLVHIRVWGVGSSKGRDRDFAFVASDKDSCMLKCHVFCCDVPAKAIASALHGLCAQILSERVEVSGDASCCSPDPISPEDLPRQVELLDAVSQAAQKYEALYMGTLP.... Result: 0 (no interaction).